This data is from Full USPTO retrosynthesis dataset with 1.9M reactions from patents (1976-2016). The task is: Predict the reactants needed to synthesize the given product. Given the product [CH3:3][C:2]#[C:1][CH:6]([OH:11])[CH2:7][CH2:8][CH2:9][CH3:10], predict the reactants needed to synthesize it. The reactants are: [C:1]([Mg]Br)#[C:2][CH3:3].[CH:6](=[O:11])[CH2:7][CH2:8][CH2:9][CH3:10].